Dataset: Catalyst prediction with 721,799 reactions and 888 catalyst types from USPTO. Task: Predict which catalyst facilitates the given reaction. (1) Reactant: Br[C:2]1[CH:3]=[C:4]([CH:16]=[C:17]([N:19]2[CH2:23][CH2:22][CH2:21][C@@H:20]2[CH2:24][OH:25])[CH:18]=1)[C:5]([NH:7][CH2:8][C:9]1[CH:10]=[N:11][C:12]([CH3:15])=[CH:13][CH:14]=1)=[O:6].[CH3:26][C:27]1[CH:28]=[CH:29][C:30]([Sn](CCCC)(CCCC)CCCC)=[N:31][CH:32]=1.C1(C)C=CC=CC=1. Product: [OH:25][CH2:24][C@H:20]1[CH2:21][CH2:22][CH2:23][N:19]1[C:17]1[CH:16]=[C:4]([CH:3]=[C:2]([C:30]2[CH:29]=[CH:28][C:27]([CH3:26])=[CH:32][N:31]=2)[CH:18]=1)[C:5]([NH:7][CH2:8][C:9]1[CH:10]=[N:11][C:12]([CH3:15])=[CH:13][CH:14]=1)=[O:6]. The catalyst class is: 73. (2) Reactant: [CH2:1]([OH:5])[CH2:2][CH2:3][CH3:4].[H-].[Na+].F[C:9]1[CH:10]=[N:11][CH:12]=[CH:13][C:14]=1[C:15]1[N:19]([CH3:20])[C:18]2[CH:21]=[CH:22][C:23]([C:25]([F:28])([F:27])[F:26])=[CH:24][C:17]=2[N:16]=1.[Cl-].[NH4+]. Product: [CH2:1]([O:5][C:9]1[CH:10]=[N:11][CH:12]=[CH:13][C:14]=1[C:15]1[N:19]([CH3:20])[C:18]2[CH:21]=[CH:22][C:23]([C:25]([F:28])([F:27])[F:26])=[CH:24][C:17]=2[N:16]=1)[CH2:2][CH2:3][CH3:4]. The catalyst class is: 3. (3) Reactant: [CH:1]1([N:7]([CH2:30][CH:31]([O:34][CH3:35])[O:32][CH3:33])[C:8](=[O:29])[CH2:9][CH2:10][O:11][CH2:12][CH2:13][C:14]2[CH:19]=[CH:18][CH:17]=[C:16](B3OC(C)(C)C(C)(C)O3)[CH:15]=2)[CH2:6][CH2:5][CH2:4][CH2:3][CH2:2]1.C(=O)([O-])[O-].[K+].[K+].Br[C:43]1[N:44]=[C:45]([CH3:49])[N:46]([CH3:48])[CH:47]=1. Product: [CH:1]1([N:7]([CH2:30][CH:31]([O:34][CH3:35])[O:32][CH3:33])[C:8](=[O:29])[CH2:9][CH2:10][O:11][CH2:12][CH2:13][C:14]2[CH:15]=[CH:16][CH:17]=[C:18]([C:43]3[N:44]=[C:45]([CH3:49])[N:46]([CH3:48])[CH:47]=3)[CH:19]=2)[CH2:6][CH2:5][CH2:4][CH2:3][CH2:2]1. The catalyst class is: 694.